This data is from Forward reaction prediction with 1.9M reactions from USPTO patents (1976-2016). The task is: Predict the product of the given reaction. (1) Given the reactants [Cl:1][C:2]1[CH:3]=[C:4]([CH:7]=[CH:8][C:9]=1[O:10][C@H:11]1[CH2:15][CH2:14][O:13][CH2:12]1)[C:5]#[N:6].[NH2:16][OH:17], predict the reaction product. The product is: [Cl:1][C:2]1[CH:3]=[C:4]([CH:7]=[CH:8][C:9]=1[O:10][C@H:11]1[CH2:15][CH2:14][O:13][CH2:12]1)/[C:5](=[N:16]/[OH:17])/[NH2:6]. (2) Given the reactants [N+:1]([C:4]1[CH:5]=[CH:6][C:7]2[O:12][C@:11]([CH3:18])([CH:13]([O:16][CH3:17])[O:14][CH3:15])[C@H:10]3[O:19][C@H:9]3[C:8]=2[CH:20]=1)([O-:3])=[O:2].[CH3:21][O:22][C:23]1[CH:28]=[CH:27][C:26]([NH:29][CH2:30][C:31]2[NH:32][CH:33]=[CH:34][N:35]=2)=[CH:25][CH:24]=1, predict the reaction product. The product is: [N+:1]([C:4]1[CH:5]=[CH:6][C:7]2[O:12][C@:11]([CH3:18])([CH:13]([O:16][CH3:17])[O:14][CH3:15])[C@@H:10]([OH:19])[C@H:9]([N:29]([C:26]3[CH:27]=[CH:28][C:23]([O:22][CH3:21])=[CH:24][CH:25]=3)[CH2:30][C:31]3[NH:35][CH:34]=[CH:33][N:32]=3)[C:8]=2[CH:20]=1)([O-:3])=[O:2]. (3) Given the reactants [Br-].[Br:2]CC1C=CC(CN2C(SC)=C3SC([C:16]4[C@H:17](C)[C@@H:18]5[C@@H:35]([C@H](O)C)[C:34](=[O:39])[N:19]5[C:20]=4[C:21]([O:23]CC4C=CC([N+]([O-])=O)=CC=4)=[O:22])=C[N+]3=C2)=CC=1, predict the reaction product. The product is: [Br-:2].[CH2:17]1[C@@H:18]2[CH2:35][C:34](=[O:39])[N:19]2[C:20]([C:21]([O-:23])=[O:22])=[CH:16]1.